Task: Regression. Given two drug SMILES strings and cell line genomic features, predict the synergy score measuring deviation from expected non-interaction effect.. Dataset: NCI-60 drug combinations with 297,098 pairs across 59 cell lines (1) Drug 1: CN(C)C(=N)N=C(N)N. Drug 2: C1=CC(=C(C=C1I)F)NC2=C(C=CC(=C2F)F)C(=O)NOCC(CO)O. Cell line: SW-620. Synergy scores: CSS=49.3, Synergy_ZIP=-1.34, Synergy_Bliss=-3.44, Synergy_Loewe=-22.3, Synergy_HSA=-3.65. (2) Drug 1: CN1CCC(CC1)COC2=C(C=C3C(=C2)N=CN=C3NC4=C(C=C(C=C4)Br)F)OC. Drug 2: CC1C(C(CC(O1)OC2CC(CC3=C2C(=C4C(=C3O)C(=O)C5=C(C4=O)C(=CC=C5)OC)O)(C(=O)CO)O)N)O.Cl. Synergy scores: CSS=41.9, Synergy_ZIP=-1.76, Synergy_Bliss=-1.79, Synergy_Loewe=-15.9, Synergy_HSA=-0.926. Cell line: NCIH23. (3) Drug 1: C1=C(C(=O)NC(=O)N1)N(CCCl)CCCl. Drug 2: CN(CCCl)CCCl.Cl. Cell line: IGROV1. Synergy scores: CSS=40.8, Synergy_ZIP=5.50, Synergy_Bliss=6.23, Synergy_Loewe=8.18, Synergy_HSA=10.2. (4) Drug 1: CCC1(CC2CC(C3=C(CCN(C2)C1)C4=CC=CC=C4N3)(C5=C(C=C6C(=C5)C78CCN9C7C(C=CC9)(C(C(C8N6C)(C(=O)OC)O)OC(=O)C)CC)OC)C(=O)OC)O.OS(=O)(=O)O. Drug 2: CCN(CC)CCCC(C)NC1=C2C=C(C=CC2=NC3=C1C=CC(=C3)Cl)OC. Cell line: COLO 205. Synergy scores: CSS=14.4, Synergy_ZIP=7.96, Synergy_Bliss=6.19, Synergy_Loewe=0.444, Synergy_HSA=1.24. (5) Drug 1: CC1C(C(CC(O1)OC2CC(CC3=C2C(=C4C(=C3O)C(=O)C5=C(C4=O)C(=CC=C5)OC)O)(C(=O)C)O)N)O.Cl. Drug 2: CC1=CC=C(C=C1)C2=CC(=NN2C3=CC=C(C=C3)S(=O)(=O)N)C(F)(F)F. Cell line: OVCAR3. Synergy scores: CSS=18.1, Synergy_ZIP=-1.59, Synergy_Bliss=-7.08, Synergy_Loewe=-31.0, Synergy_HSA=-7.35. (6) Drug 1: C1CCC(CC1)NC(=O)N(CCCl)N=O. Drug 2: C1C(C(OC1N2C=NC3=C(N=C(N=C32)Cl)N)CO)O. Cell line: DU-145. Synergy scores: CSS=-1.26, Synergy_ZIP=-1.05, Synergy_Bliss=-1.39, Synergy_Loewe=-3.58, Synergy_HSA=-3.99. (7) Drug 1: CN(C)C1=NC(=NC(=N1)N(C)C)N(C)C. Drug 2: CC(C1=C(C=CC(=C1Cl)F)Cl)OC2=C(N=CC(=C2)C3=CN(N=C3)C4CCNCC4)N. Cell line: NCIH23. Synergy scores: CSS=14.2, Synergy_ZIP=-1.33, Synergy_Bliss=2.81, Synergy_Loewe=-6.56, Synergy_HSA=2.04. (8) Drug 1: CCN(CC)CCNC(=O)C1=C(NC(=C1C)C=C2C3=C(C=CC(=C3)F)NC2=O)C. Drug 2: CN(CCCl)CCCl.Cl. Cell line: K-562. Synergy scores: CSS=31.5, Synergy_ZIP=-7.35, Synergy_Bliss=-4.30, Synergy_Loewe=-0.634, Synergy_HSA=-0.0144.